From a dataset of HIV replication inhibition screening data with 41,000+ compounds from the AIDS Antiviral Screen. Binary Classification. Given a drug SMILES string, predict its activity (active/inactive) in a high-throughput screening assay against a specified biological target. The drug is O=S(=O)(NN=Cc1c2ccccc2[n+]([O-])c2ccccc12)c1ccc(Cl)cc1. The result is 0 (inactive).